Dataset: Forward reaction prediction with 1.9M reactions from USPTO patents (1976-2016). Task: Predict the product of the given reaction. (1) Given the reactants Cl[C:2]1[CH:7]=[CH:6][N:5]2[N:8]=[CH:9][CH:10]=[C:4]2[N:3]=1.[NH4+:11].[OH-], predict the reaction product. The product is: [N:8]1[N:5]2[CH:6]=[CH:7][C:2]([NH2:11])=[N:3][C:4]2=[CH:10][CH:9]=1. (2) Given the reactants [F:1][C:2]([F:7])([F:6])[C:3]([OH:5])=[O:4].[OH:8][C:9]1[C:17]2[N:16]=[C:15]([CH2:18][O:19][C:20]3[CH:25]=[CH:24][C:23]([Cl:26])=[CH:22][CH:21]=3)[N:14]([CH2:27][CH2:28][CH2:29][CH:30]3[CH2:35][CH2:34][N:33]([C:36]([O:38][C:39]([CH3:42])([CH3:41])[CH3:40])=[O:37])[CH2:32][CH2:31]3)[C:13]=2[CH:12]=[CH:11][CH:10]=1.[H-].[Na+].[CH:45]1([CH2:48]Br)[CH2:47][CH2:46]1.[CH3:50]N(C)C=O, predict the reaction product. The product is: [F:1][C:2]([F:7])([F:6])[C:3]([OH:5])=[O:4].[CH:3]1([CH2:2][O:8][C:9]2[C:17]3[N:16]=[C:15]([CH2:18][O:19][C:20]4[CH:21]=[CH:22][C:23]([Cl:26])=[CH:24][CH:25]=4)[N:14]([CH2:27][CH2:28][CH2:29][CH:30]4[CH2:31][CH2:32][N:33]([C:36]([O:38][C:39]([CH3:42])([CH3:41])[CH3:40])=[O:37])[CH2:34][CH2:35]4)[C:13]=3[CH:12]=[CH:11][CH:10]=2)[CH2:50][CH2:48][CH2:45][CH2:47][CH2:46]1. (3) Given the reactants Br[C:2]1[N:7]=[C:6]2[CH2:8][N:9]([C@@H:12]([CH2:15][C:16]3[CH:21]=[CH:20][CH:19]=[C:18]([F:22])[CH:17]=3)[CH2:13][OH:14])[C:10](=[O:11])[C:5]2=[CH:4][CH:3]=1.[Cl:23][C:24]1[CH:25]=[N:26][N:27]([CH3:38])[C:28]=1B1OC(C)(C)C(C)(C)O1.C(N(CC)C(C)C)(C)C, predict the reaction product. The product is: [Cl:23][C:24]1[CH:25]=[N:26][N:27]([CH3:38])[C:28]=1[C:2]1[N:7]=[C:6]2[CH2:8][N:9]([C@@H:12]([CH2:15][C:16]3[CH:21]=[CH:20][CH:19]=[C:18]([F:22])[CH:17]=3)[CH2:13][OH:14])[C:10](=[O:11])[C:5]2=[CH:4][CH:3]=1. (4) Given the reactants [F:1][CH:2]([F:11])[O:3][C:4]1[CH:9]=[CH:8][C:7]([OH:10])=[CH:6][CH:5]=1.[N+:12]([O-])([OH:14])=[O:13], predict the reaction product. The product is: [F:1][CH:2]([F:11])[O:3][C:4]1[CH:5]=[CH:6][C:7]([OH:10])=[C:8]([N+:12]([O-:14])=[O:13])[CH:9]=1. (5) The product is: [Cl:12][C:13]1[S:14][C:15]([CH2:25][N:26]2[CH2:31][CH2:30][O:29][CH2:28][CH2:27]2)=[CH:16][C:17]=1[C:18](=[O:24])/[C:19](=[N:8]/[NH:1][C:2]1[CH:7]=[CH:6][CH:5]=[CH:4][CH:3]=1)/[C:20]([O:22][CH3:23])=[O:21]. Given the reactants [NH2:1][C:2]1[CH:7]=[CH:6][CH:5]=[CH:4][CH:3]=1.[N:8]([O-])=O.[Na+].[Cl:12][C:13]1[S:14][C:15]([CH2:25][N:26]2[CH2:31][CH2:30][O:29][CH2:28][CH2:27]2)=[CH:16][C:17]=1[C:18](=[O:24])[CH2:19][C:20]([O:22][CH3:23])=[O:21], predict the reaction product. (6) Given the reactants [N:1]12[CH2:8][CH2:7][CH:4]([CH2:5][CH2:6]1)[CH:3](O)[CH2:2]2.N12CCC(CC1)CC2O.[CH2:19]1[S:23](=[O:25])(=[O:24])[O:22][CH2:21][CH2:20]1, predict the reaction product. The product is: [N+:1]12([CH2:21][CH2:20][CH2:19][S:23]([O-:25])(=[O:24])=[O:22])[CH2:8][CH2:7][CH:4]([CH2:5][CH2:6]1)[CH2:3][CH2:2]2. (7) Given the reactants [H-].[Na+].[O:3]=[C:4]([CH2:12][CH2:13][CH2:14][CH2:15][CH3:16])[CH2:5]P(=O)(OC)OC.[CH3:17][O:18][C:19](=[O:35])[CH2:20][CH2:21][CH2:22][C:23]#[C:24][CH2:25][N:26]1[C:31](=[O:32])[CH2:30][CH2:29][CH2:28][CH:27]1[CH:33]=O, predict the reaction product. The product is: [CH3:17][O:18][C:19](=[O:35])[CH2:20][CH2:21][CH2:22][C:23]#[C:24][CH2:25][N:26]1[CH:27](/[CH:33]=[CH:5]/[C:4](=[O:3])[CH2:12][CH2:13][CH2:14][CH2:15][CH3:16])[CH2:28][CH2:29][CH2:30][C:31]1=[O:32]. (8) Given the reactants [Cl:1][C:2]1[CH:7]=[CH:6][C:5]([C:8]2[S:12][C:11]([C:13]([OH:15])=O)=[CH:10][C:9]=2[CH2:16][C:17]([O:19][CH2:20][CH3:21])=[O:18])=[CH:4][CH:3]=1.C(N(CC)CC)C.[Cl:29][C:30]1[CH:39]=[CH:38][C:33]([C:34]([NH:36][NH2:37])=[O:35])=[CH:32][CH:31]=1.C1CN([P+](ON2N=NC3C=CC=CC2=3)(N2CCCC2)N2CCCC2)CC1.F[P-](F)(F)(F)(F)F.C(OC(C)C)(C)C, predict the reaction product. The product is: [Cl:29][C:30]1[CH:39]=[CH:38][C:33]([C:34]([NH:36][NH:37][C:13]([C:11]2[S:12][C:8]([C:5]3[CH:4]=[CH:3][C:2]([Cl:1])=[CH:7][CH:6]=3)=[C:9]([CH2:16][C:17]([O:19][CH2:20][CH3:21])=[O:18])[CH:10]=2)=[O:15])=[O:35])=[CH:32][CH:31]=1. (9) Given the reactants [C:1]([N:4]1[C:12]2[C:7](=[CH:8][C:9]([O:13][C:14]3[CH:19]=[CH:18][C:17]([CH:20]4OCC[O:21]4)=[CH:16][CH:15]=3)=[CH:10][CH:11]=2)[CH:6]=[N:5]1)(=[O:3])[CH3:2].CC1C=CC(S(O)(=O)=O)=CC=1, predict the reaction product. The product is: [C:1]([N:4]1[C:12]2[C:7](=[CH:8][C:9]([O:13][C:14]3[CH:19]=[CH:18][C:17]([CH:20]=[O:21])=[CH:16][CH:15]=3)=[CH:10][CH:11]=2)[CH:6]=[N:5]1)(=[O:3])[CH3:2].